From a dataset of M1 muscarinic receptor antagonist screen with 61,756 compounds. Binary Classification. Given a drug SMILES string, predict its activity (active/inactive) in a high-throughput screening assay against a specified biological target. (1) The drug is S(c1n(nnn1)c1ccccc1)c1nc([nH]n1)c1ccncc1. The result is 0 (inactive). (2) The drug is S(c1n(c2c(n(c(=O)n(c2=O)C)C)n1)C)CCNS(=O)(=O)c1ccccc1. The result is 0 (inactive). (3) The result is 0 (inactive). The molecule is O=c1n(c(=O)n(c2c1cn(c2)c1ccc(N(C)C)cc1)C)C. (4) The molecule is Fc1c(C(=O)Nc2cc(F)ccc2)c(F)c(F)c(F)c1F. The result is 0 (inactive). (5) The drug is O=c1n(c(N2CCN(CC2)C)nc2c1cccc2)c1ccccc1. The result is 0 (inactive). (6) The molecule is S1(=O)(=O)CC(S(=O)CCCCCC)C(S(=O)CCCCCC)C1. The result is 0 (inactive). (7) The molecule is Fc1c(N2CCN(CC2)c2nc3c(nc2C(C(=O)NC2CCCCC2)C#N)cccc3)cccc1. The result is 0 (inactive). (8) The result is 0 (inactive). The molecule is O=C/1N(C2CCCCCC2)C(=O)NC(=O)C1=C\NCCN(C)C.